From a dataset of Full USPTO retrosynthesis dataset with 1.9M reactions from patents (1976-2016). Predict the reactants needed to synthesize the given product. (1) Given the product [C:1]([O:5][C:6]([N:8]1[CH2:13][CH2:12][N:11]2[N:14]=[C:15]([C:17]([F:18])([F:19])[F:20])[N:16]=[C:10]2[CH:9]1[CH2:30][C:31]([N:33]([CH3:35])[CH3:34])=[O:32])=[O:7])([CH3:4])([CH3:2])[CH3:3], predict the reactants needed to synthesize it. The reactants are: [C:1]([O:5][C:6]([N:8]1[CH2:13][CH2:12][N:11]2[N:14]=[C:15]([C:17]([F:20])([F:19])[F:18])[N:16]=[C:10]2[CH2:9]1)=[O:7])([CH3:4])([CH3:3])[CH3:2].C([N-]C(C)C)(C)C.[Li+].Br[CH2:30][C:31]([N:33]([CH3:35])[CH3:34])=[O:32]. (2) Given the product [CH:24]([NH:23][C:16]1[C:15]([CH2:14][NH:1][C:2]2[CH:3]=[C:4]([CH:7]=[C:8]([N+:10]([O-:12])=[O:11])[CH:9]=2)[C:5]#[N:6])=[CH:20][N:19]=[C:18]([S:21][CH3:22])[N:17]=1)([CH3:26])[CH3:25], predict the reactants needed to synthesize it. The reactants are: [NH2:1][C:2]1[CH:3]=[C:4]([CH:7]=[C:8]([N+:10]([O-:12])=[O:11])[CH:9]=1)[C:5]#[N:6].Cl[CH2:14][C:15]1[C:16]([NH:23][CH:24]([CH3:26])[CH3:25])=[N:17][C:18]([S:21][CH3:22])=[N:19][CH:20]=1.[I-].[Na+].C(N(C(C)C)CC)(C)C. (3) The reactants are: [CH3:1][S:2][C:3](=S)[C:4]1[CH:9]=[CH:8][CH:7]=[CH:6][CH:5]=1.[C:11]([NH-:13])#[N:12].C[O-].[K+].[C:17]([O:21][C:22](=[O:25])CBr)([CH3:20])([CH3:19])[CH3:18]. Given the product [C:17]([O:21][C:22]([C:1]1[S:2][C:3]([C:4]2[CH:9]=[CH:8][CH:7]=[CH:6][CH:5]=2)=[N:12][C:11]=1[NH2:13])=[O:25])([CH3:20])([CH3:19])[CH3:18], predict the reactants needed to synthesize it. (4) Given the product [F:1][C:2](=[C:11]([C:13]1[CH:14]=[C:15]2[C:20](=[CH:21][C:22]=1[O:23][CH3:24])[O:19][C:18]([CH3:26])([CH3:25])[CH:17]=[C:16]2[CH:27]([CH3:29])[CH3:28])[CH3:12])[CH:3]=[CH:4][C:5]([CH3:10])=[CH:6][C:7]([OH:9])=[O:8], predict the reactants needed to synthesize it. The reactants are: [F:1][C:2](=[C:11]([C:13]1[CH:14]=[C:15]2[C:20](=[CH:21][C:22]=1[O:23][CH3:24])[O:19][C:18]([CH3:26])([CH3:25])[CH:17]=[C:16]2[CH:27]([CH3:29])[CH3:28])[CH3:12])[CH:3]=[CH:4][C:5]([CH3:10])=[CH:6][C:7]([O-:9])=[O:8].C1COCC1.[OH-].[Na+].